From a dataset of Reaction yield outcomes from USPTO patents with 853,638 reactions. Predict the reaction yield, written as a fraction of the theoretical maximum amount of product (1.0 means a 100% yield; for example, 0.34 means a 34% yield). (1) The reactants are Cl[C:2]1[N:11]=[C:10](Cl)[C:9]2[C:4](=[CH:5][CH:6]=[CH:7][CH:8]=2)[N:3]=1.Cl.[CH3:14][O:15][NH2:16].[OH-:17].[Na+]. The catalyst is CCO. The product is [CH3:14][O:15][NH:16][C:10]1[C:9]2[C:4](=[CH:5][CH:6]=[CH:7][CH:8]=2)[NH:3][C:2](=[O:17])[N:11]=1. The yield is 0.360. (2) The yield is 0.930. The product is [Cl:1][C:2]1[C:6]([NH:7][CH2:15][C:16]#[CH:17])=[CH:5][N:4]([C:18]2[CH:19]=[N:20][CH:21]=[CH:22][CH:23]=2)[N:3]=1. The reactants are [Cl:1][C:2]1[C:6]([N:7]([CH2:15][C:16]#[CH:17])C(=O)OC(C)(C)C)=[CH:5][N:4]([C:18]2[CH:19]=[N:20][CH:21]=[CH:22][CH:23]=2)[N:3]=1.FC(F)(F)C(O)=O. The catalyst is ClCCl.